Dataset: Peptide-MHC class I binding affinity with 185,985 pairs from IEDB/IMGT. Task: Regression. Given a peptide amino acid sequence and an MHC pseudo amino acid sequence, predict their binding affinity value. This is MHC class I binding data. (1) The peptide sequence is SDYLELDTF. The MHC is Mamu-B01 with pseudo-sequence Mamu-B01. The binding affinity (normalized) is 1.00. (2) The peptide sequence is ERLKARGSL. The MHC is HLA-B40:01 with pseudo-sequence HLA-B40:01. The binding affinity (normalized) is 0. (3) The peptide sequence is REWGWRIPF. The MHC is HLA-B18:01 with pseudo-sequence HLA-B18:01. The binding affinity (normalized) is 1.00. (4) The peptide sequence is TMMRHRREL. The MHC is HLA-B44:02 with pseudo-sequence HLA-B44:02. The binding affinity (normalized) is 0.0847. (5) The peptide sequence is MPASWVMRI. The MHC is HLA-B58:01 with pseudo-sequence HLA-B58:01. The binding affinity (normalized) is 0.0847. (6) The peptide sequence is ELMRRGDLPV. The binding affinity (normalized) is 0.712. The MHC is HLA-A02:01 with pseudo-sequence HLA-A02:01. (7) The peptide sequence is RQVVNVITTK. The MHC is HLA-A31:01 with pseudo-sequence HLA-A31:01. The binding affinity (normalized) is 0.271.